From a dataset of Reaction yield outcomes from USPTO patents with 853,638 reactions. Predict the reaction yield, written as a fraction of the theoretical maximum amount of product (1.0 means a 100% yield; for example, 0.34 means a 34% yield). (1) The reactants are [C:1]([O:5][C:6](=[O:21])[N:7]([CH2:19][CH3:20])[C:8]1[S:12][C:11]([C:13]2[CH:14]=[N:15][CH:16]=[CH:17][CH:18]=2)=[N:10][CH:9]=1)([CH3:4])([CH3:3])[CH3:2].[Cl:22]N1C(=O)CCC1=O. The catalyst is C(#N)C. The product is [C:1]([O:5][C:6](=[O:21])[N:7]([C:8]1[S:12][C:11]([C:13]2[CH:14]=[N:15][CH:16]=[CH:17][CH:18]=2)=[N:10][C:9]=1[Cl:22])[CH2:19][CH3:20])([CH3:4])([CH3:3])[CH3:2]. The yield is 0.670. (2) The reactants are [C:1](=[O:22])([O:20][CH3:21])[O:2][C:3]1[CH:8]=[C:7]([N+:9]([O-])=O)[C:6]([F:12])=[CH:5][C:4]=1[C:13]1([CH3:19])[CH2:18][CH2:17][CH2:16][CH2:15][CH2:14]1.C([O-])=O.[NH4+].C(OCC)(=O)C. The catalyst is CO.[Pd]. The product is [C:1](=[O:22])([O:20][CH3:21])[O:2][C:3]1[CH:8]=[C:7]([NH2:9])[C:6]([F:12])=[CH:5][C:4]=1[C:13]1([CH3:19])[CH2:18][CH2:17][CH2:16][CH2:15][CH2:14]1. The yield is 0.820. (3) The reactants are [C:1]([O:5][C:6]([NH:8][C:9]1([CH2:12][C:13]([OH:15])=O)[CH2:11][CH2:10]1)=[O:7])([CH3:4])([CH3:3])[CH3:2].[CH2:16]([O:23][N:24]1[C:30](=[O:31])[N:29]2[CH2:32][C@H:25]1[CH2:26][CH2:27][C@H:28]2[C:33]([NH:35][NH2:36])=[O:34])[C:17]1[CH:22]=[CH:21][CH:20]=[CH:19][CH:18]=1.CCN(C(C)C)C(C)C.CN(C(ON1N=NC2C=CC=NC1=2)=[N+](C)C)C.F[P-](F)(F)(F)(F)F. The catalyst is CN(C=O)C. The product is [CH2:16]([O:23][N:24]1[C:30](=[O:31])[N:29]2[CH2:32][C@H:25]1[CH2:26][CH2:27][C@H:28]2[C:33]([NH:35][NH:36][C:13](=[O:15])[CH2:12][C:9]1([NH:8][C:6](=[O:7])[O:5][C:1]([CH3:2])([CH3:3])[CH3:4])[CH2:10][CH2:11]1)=[O:34])[C:17]1[CH:22]=[CH:21][CH:20]=[CH:19][CH:18]=1. The yield is 0.700. (4) The reactants are Cl[P:2]1(=[O:12])[O:7][C:6]2[CH:8]=[CH:9][CH:10]=[CH:11][C:5]=2[CH2:4][O:3]1.[OH2:13]. No catalyst specified. The product is [OH:13][P:2]1(=[O:12])[O:7][C:6]2[CH:8]=[CH:9][CH:10]=[CH:11][C:5]=2[CH2:4][O:3]1. The yield is 0.545. (5) The reactants are Br[C:2]1[CH:7]=[C:6]([N+:8]([O-:10])=[O:9])[CH:5]=[C:4]([Cl:11])[CH:3]=1.[F:12][C:13]1[CH:18]=[C:17]([F:19])[CH:16]=[CH:15][C:14]=1[OH:20].CN(C)CC(O)=O.C([O-])([O-])=O.[Cs+].[Cs+]. The catalyst is [Cu]I.O.O1CCOCC1. The product is [Cl:11][C:4]1[CH:3]=[C:2]([CH:7]=[C:6]([N+:8]([O-:10])=[O:9])[CH:5]=1)[O:20][C:14]1[CH:15]=[CH:16][C:17]([F:19])=[CH:18][C:13]=1[F:12]. The yield is 0.260. (6) The reactants are Cl[C:2]1[CH:7]=[CH:6][C:5]([O:8][CH3:9])=[CH:4][CH:3]=1.[CH3:10][NH:11][C:12]1[CH:17]=[CH:16][CH:15]=[CH:14][CH:13]=1.CC(C)([O-])C.[Na+]. The catalyst is C1(C)C=CC=CC=1.CC([O-])=O.CC([O-])=O.[Pd+2]. The product is [CH3:9][O:8][C:5]1[CH:6]=[CH:7][C:2]([N:11]([CH3:10])[C:12]2[CH:17]=[CH:16][CH:15]=[CH:14][CH:13]=2)=[CH:3][CH:4]=1. The yield is 0.930. (7) The yield is 0.770. The reactants are [Cl:1][C:2]1[C:3]([N:8]2[C:12](O)([C:13]([O:15][CH2:16][CH3:17])=[O:14])[CH2:11][C:10]([C:19]([F:22])([F:21])[F:20])=[N:9]2)=[N:4][CH:5]=[CH:6][CH:7]=1. The product is [Cl:1][C:2]1[C:3]([N:8]2[C:12]([C:13]([O:15][CH2:16][CH3:17])=[O:14])=[CH:11][C:10]([C:19]([F:22])([F:20])[F:21])=[N:9]2)=[N:4][CH:5]=[CH:6][CH:7]=1. The catalyst is S(=O)(=O)(O)O.C(O)(=O)C. (8) The reactants are [CH3:1][NH2:2].[CH2:3]([O:6][C:7]1[C:14]([O:15][C:16]([F:19])([F:18])[F:17])=[CH:13][CH:12]=[CH:11][C:8]=1[CH:9]=O)[CH2:4][CH3:5].[BH4-].[Na+]. The catalyst is CO. The product is [CH3:1][NH:2][CH2:9][C:8]1[CH:11]=[CH:12][CH:13]=[C:14]([O:15][C:16]([F:19])([F:18])[F:17])[C:7]=1[O:6][CH2:3][CH2:4][CH3:5]. The yield is 0.730. (9) The reactants are [Cl:1][CH2:2][C:3]1[CH:7]=[C:6]([CH3:8])[O:5][N:4]=1.[CH2:9]([P:13]([CH2:18][CH2:19][CH2:20][CH3:21])[CH2:14][CH2:15][CH2:16][CH3:17])[CH2:10][CH2:11][CH3:12].CCOCC. The catalyst is C1C=CC=CC=1. The product is [Cl-:1].[CH3:8][C:6]1[O:5][N:4]=[C:3]([CH2:2][P+:13]([CH2:14][CH2:15][CH2:16][CH3:17])([CH2:18][CH2:19][CH2:20][CH3:21])[CH2:9][CH2:10][CH2:11][CH3:12])[CH:7]=1. The yield is 0.990. (10) The reactants are [CH:1]([N:4]1[C:8]2[CH:9]=[CH:10][CH:11]=[CH:12][C:7]=2[NH:6][C:5]1=[O:13])([CH3:3])[CH3:2].C(N(CC)CC)C.ClC(OC1C=CC([N+]([O-])=O)=CC=1)=O.Cl.C(OC(C(C)(C)CN1CCC(CN)CC1)=O)C1C=CC=CC=1.[CH2:57]([O:64][C:65]([C:67]([CH3:85])([CH3:84])[CH2:68][N:69]1[CH2:74][CH2:73][CH:72]([CH2:75][NH:76][C:77](=O)[O:78]C(C)(C)C)[CH2:71][CH2:70]1)=[O:66])[C:58]1[CH:63]=[CH:62][CH:61]=[CH:60][CH:59]=1.Cl.[OH-].[Na+]. The catalyst is ClCCl.CO. The product is [CH2:57]([O:64][C:65]([C:67]([CH3:85])([CH3:84])[CH2:68][N:69]1[CH2:74][CH2:73][CH:72]([CH2:75][NH:76][C:77]([N:6]2[C:7]3[CH:12]=[CH:11][CH:10]=[CH:9][C:8]=3[N:4]([CH:1]([CH3:3])[CH3:2])[C:5]2=[O:13])=[O:78])[CH2:71][CH2:70]1)=[O:66])[C:58]1[CH:59]=[CH:60][CH:61]=[CH:62][CH:63]=1. The yield is 0.630.